The task is: Predict the product of the given reaction.. This data is from Forward reaction prediction with 1.9M reactions from USPTO patents (1976-2016). (1) Given the reactants [O:1]1[C@H:6]2[CH2:7][NH:8][CH2:9][C@H:5]2[O:4][CH2:3][CH2:2]1.Br[CH2:11][CH:12]([O:16][CH2:17][CH3:18])[O:13][CH2:14][CH3:15].C(N(C(C)C)CC)(C)C.O, predict the reaction product. The product is: [CH2:14]([O:13][CH:12]([O:16][CH2:17][CH3:18])[CH2:11][N:8]1[CH2:7][C@H:6]2[O:1][CH2:2][CH2:3][O:4][C@H:5]2[CH2:9]1)[CH3:15]. (2) Given the reactants [CH3:1][N:2]1[C:6]([C:7]([OH:9])=O)=[CH:5][C:4]([NH:10][CH2:11][C:12]2[C:13]([C:18]3[CH:23]=[CH:22][CH:21]=[CH:20][N:19]=3)=[N:14][O:15][C:16]=2[CH3:17])=[N:3]1.[NH2:24][N:25]1[CH2:30][CH2:29][O:28][CH2:27][CH2:26]1, predict the reaction product. The product is: [CH3:1][N:2]1[C:6]([C:7]([NH:24][N:25]2[CH2:30][CH2:29][O:28][CH2:27][CH2:26]2)=[O:9])=[CH:5][C:4]([NH:10][CH2:11][C:12]2[C:13]([C:18]3[CH:23]=[CH:22][CH:21]=[CH:20][N:19]=3)=[N:14][O:15][C:16]=2[CH3:17])=[N:3]1. (3) Given the reactants [CH:1]([N:3]1[C:7](=[O:8])[C:6]2=[CH:9][CH:10]=[CH:11][CH:12]=[C:5]2[C:4]1=[O:13])=[CH2:2].C(N(CC)CC)C.Br[C:22]1[CH:31]=[CH:30][C:29]2[N:28]=[CH:27][C:26]3[N:32]=[C:33]([CH2:44][CH2:45][O:46][CH3:47])[N:34]([CH2:35][CH2:36][CH2:37][N:38]4[CH2:42][CH2:41][CH2:40][C:39]4=[O:43])[C:25]=3[C:24]=2[CH:23]=1, predict the reaction product. The product is: [CH3:47][O:46][CH2:45][CH2:44][C:33]1[N:34]([CH2:35][CH2:36][CH2:37][N:38]2[CH2:42][CH2:41][CH2:40][C:39]2=[O:43])[C:25]2[C:24]3[CH:23]=[C:22]([CH:2]=[CH:1][N:3]4[C:7](=[O:8])[C:6]5[C:5](=[CH:12][CH:11]=[CH:10][CH:9]=5)[C:4]4=[O:13])[CH:31]=[CH:30][C:29]=3[N:28]=[CH:27][C:26]=2[N:32]=1. (4) Given the reactants [H-].[Na+].[F:3][C:4]([F:9])([F:8])[C:5]([OH:7])=[O:6].[CH3:10][N:11]([CH2:13][C:14]1[C:22]([OH:23])=[CH:21][CH:20]=[C:19]2[C:15]=1[CH:16]=[CH:17][N:18]2[S:24]([C:27]1[CH:32]=[CH:31][CH:30]=[CH:29][CH:28]=1)(=[O:26])=[O:25])[CH3:12].I[CH2:34][CH3:35].O, predict the reaction product. The product is: [F:3][C:4]([F:9])([F:8])[C:5]([OH:7])=[O:6].[CH2:34]([O:23][C:22]1[C:14]([CH2:13][N:11]([CH3:10])[CH3:12])=[C:15]2[C:19](=[CH:20][CH:21]=1)[N:18]([S:24]([C:27]1[CH:32]=[CH:31][CH:30]=[CH:29][CH:28]=1)(=[O:25])=[O:26])[CH:17]=[CH:16]2)[CH3:35]. (5) Given the reactants [Cl:1][C:2]1[CH:3]=[CH:4][C:5]([C:25]#[N:26])=[C:6]([C:8]2[C:13]([O:14][CH3:15])=[CH:12][N:11]([CH2:16][C:17]([O:19][C:20]([CH3:23])([CH3:22])[CH3:21])=[O:18])[C:10](=[O:24])[CH:9]=2)[CH:7]=1.FC(F)(F)S(O[CH2:33][CH:34]1[CH2:39][CH2:38][CH:37]([O:40][CH3:41])[CH2:36][CH2:35]1)(=O)=O, predict the reaction product. The product is: [Cl:1][C:2]1[CH:3]=[CH:4][C:5]([C:25]#[N:26])=[C:6]([C:8]2[C:13]([O:14][CH3:15])=[CH:12][N:11]([CH:16]([CH2:33][CH:34]3[CH2:39][CH2:38][CH:37]([O:40][CH3:41])[CH2:36][CH2:35]3)[C:17]([O:19][C:20]([CH3:21])([CH3:22])[CH3:23])=[O:18])[C:10](=[O:24])[CH:9]=2)[CH:7]=1. (6) Given the reactants [F:1][C:2]1[CH:7]=[CH:6][C:5]([N:8]2[C:16]3[C:11](=[CH:12][C:13]([O:17][C@H:18]([C:22]4[CH:27]=[CH:26][CH:25]=[C:24]([O:28][CH3:29])[CH:23]=4)[C@@H:19]([NH2:21])[CH3:20])=[CH:14][CH:15]=3)[CH:10]=[N:9]2)=[CH:4][CH:3]=1.[CH3:30][O:31][CH2:32][C:33]1[S:37][C:36]([C:38](O)=[O:39])=[CH:35][CH:34]=1, predict the reaction product. The product is: [F:1][C:2]1[CH:3]=[CH:4][C:5]([N:8]2[C:16]3[C:11](=[CH:12][C:13]([O:17][C@H:18]([C:22]4[CH:27]=[CH:26][CH:25]=[C:24]([O:28][CH3:29])[CH:23]=4)[C@@H:19]([NH:21][C:38]([C:36]4[S:37][C:33]([CH2:32][O:31][CH3:30])=[CH:34][CH:35]=4)=[O:39])[CH3:20])=[CH:14][CH:15]=3)[CH:10]=[N:9]2)=[CH:6][CH:7]=1. (7) Given the reactants [NH2:1][CH2:2][C@@H:3]([OH:22])[C@@H:4]([N:12]([CH3:21])[C:13](=[O:20])[C:14]1[CH:19]=[CH:18][CH:17]=[CH:16][CH:15]=1)[CH2:5][C:6]1[CH:11]=[CH:10][CH:9]=[CH:8][CH:7]=1.[N:23]1[CH:28]=[CH:27][CH:26]=[CH:25][C:24]=1[C:29](O)=[O:30].C1C=CC2N(O)N=NC=2C=1.Cl.CCN(C(C)C)C(C)C, predict the reaction product. The product is: [C:13]([N:12]([CH3:21])[C@@H:4]([CH2:5][C:6]1[CH:11]=[CH:10][CH:9]=[CH:8][CH:7]=1)[C@H:3]([OH:22])[CH2:2][NH:1][C:29]([C:24]1[CH:25]=[CH:26][CH:27]=[CH:28][N:23]=1)=[O:30])(=[O:20])[C:14]1[CH:19]=[CH:18][CH:17]=[CH:16][CH:15]=1. (8) Given the reactants C1(CC(N[C@H](C(=O)N)CCC(O)=O)=O)C=CC=CC=1.[C:20]1([CH2:26][C:27](Cl)=[O:28])[CH:25]=[CH:24][CH:23]=[CH:22][CH:21]=1.[NH2:30][C@H:31]([C:37]([OH:39])=[O:38])[CH2:32][CH2:33][C:34](=[O:36])[NH2:35], predict the reaction product. The product is: [C:20]1([CH2:26][C:27]([NH:30][C@H:31]([C:37]([OH:39])=[O:38])[CH2:32][CH2:33][C:34](=[O:36])[NH2:35])=[O:28])[CH:25]=[CH:24][CH:23]=[CH:22][CH:21]=1. (9) Given the reactants [Cl:1][C:2]1[CH:7]=[CH:6][C:5]([C:8]2[O:12][N:11]=[CH:10][C:9]=2[CH2:13][CH2:14][C:15](OC)=[O:16])=[CH:4][CH:3]=1.[H-].C([Al+]CC(C)C)C(C)C.Cl, predict the reaction product. The product is: [Cl:1][C:2]1[CH:3]=[CH:4][C:5]([C:8]2[O:12][N:11]=[CH:10][C:9]=2[CH2:13][CH2:14][CH2:15][OH:16])=[CH:6][CH:7]=1.